From a dataset of Full USPTO retrosynthesis dataset with 1.9M reactions from patents (1976-2016). Predict the reactants needed to synthesize the given product. (1) Given the product [OH:1][C:2]1[C:3]([CH3:18])=[C:4]2[C:9](=[C:10]([CH3:13])[C:11]=1[CH3:12])[O:8][C:7]([CH3:17])([C:14]([NH2:21])=[O:15])[CH2:6][CH2:5]2, predict the reactants needed to synthesize it. The reactants are: [OH:1][C:2]1[C:3]([CH3:18])=[C:4]2[C:9](=[C:10]([CH3:13])[C:11]=1[CH3:12])[O:8][C:7]([CH3:17])([C:14](O)=[O:15])[CH2:6][CH2:5]2.C(N1C=CN=C1)([N:21]1C=CN=C1)=O. (2) Given the product [CH3:30][O:31][C:32]1[N:37]=[CH:36][C:35]([C:7]2[C@@:11]3([CH3:27])[CH2:12][CH2:13][C@H:14]4[C@H:23]([C@@H:10]3[CH2:9][CH:8]=2)[CH2:22][CH:21]=[C:20]2[C@:15]4([CH3:26])[CH2:16][CH2:17][C:18](=[O:25])[N:19]2[CH3:24])=[CH:34][CH:33]=1, predict the reactants needed to synthesize it. The reactants are: FC(F)(F)S(O[C:7]1[C@@:11]2([CH3:27])[CH2:12][CH2:13][C@H:14]3[C@H:23]([C@@H:10]2[CH2:9][CH:8]=1)[CH2:22][CH:21]=[C:20]1[C@:15]3([CH3:26])[CH2:16][CH2:17][C:18](=[O:25])[N:19]1[CH3:24])(=O)=O.[CH3:30][O:31][C:32]1[N:37]=[CH:36][C:35](B(O)O)=[CH:34][CH:33]=1. (3) Given the product [OH:23][CH2:24][CH2:25][O:26][CH2:27][N:28]1[CH:17]=[C:18]([CH:19]=[CH2:14])[C:32](=[O:33])[NH:31][C:29]1=[O:30], predict the reactants needed to synthesize it. The reactants are: [C:18]1(P([C:14]2[CH:19]=[CH:18][CH:17]=CC=2)[C:18]2[CH:17]=CC=[CH:14][CH:19]=2)[CH:17]=CC=[CH:14][CH:19]=1.[OH-].[Ca+2].[OH-].[OH:23][CH2:24][CH2:25][O:26][CH2:27][N:28]1C=C(I)[C:32](=[O:33])[NH:31][C:29]1=[O:30].C(OC=C)(=O)C.